This data is from Full USPTO retrosynthesis dataset with 1.9M reactions from patents (1976-2016). The task is: Predict the reactants needed to synthesize the given product. Given the product [OH:20][CH2:19][C:4]1[C:3]([C:1]#[N:2])=[C:11]2[N:6]([C:5]=1[CH2:12][N:13]1[CH2:18][CH2:17][O:16][CH2:15][CH2:14]1)[CH:7]=[CH:8][CH:9]=[CH:10]2, predict the reactants needed to synthesize it. The reactants are: [C:1]([C:3]1[C:4]([C:19](OCC)=[O:20])=[C:5]([CH2:12][N:13]2[CH2:18][CH2:17][O:16][CH2:15][CH2:14]2)[N:6]2[C:11]=1[CH:10]=[CH:9][CH:8]=[CH:7]2)#[N:2].[H-].[H-].[H-].[H-].[Li+].[Al+3].